This data is from CYP1A2 inhibition data for predicting drug metabolism from PubChem BioAssay. The task is: Regression/Classification. Given a drug SMILES string, predict its absorption, distribution, metabolism, or excretion properties. Task type varies by dataset: regression for continuous measurements (e.g., permeability, clearance, half-life) or binary classification for categorical outcomes (e.g., BBB penetration, CYP inhibition). Dataset: cyp1a2_veith. (1) The compound is COC(=O)[C@H](C)NC(=O)C/C=C\[C@@H](C)[C@H]1C=C[C@H](O)[C@@H](CO)O1. The result is 0 (non-inhibitor). (2) The compound is Cc1noc(C)c1C(=O)N1CCC2(CC1)CCN(c1ccccn1)CC2. The result is 0 (non-inhibitor). (3) The drug is CCCN1CCC[C@@H]2Cc3nc(N)ncc3C[C@H]21. The result is 0 (non-inhibitor). (4) The molecule is Cc1ccccc1C(=O)N/C(=C/c1ccc(-c2cccnc2Cl)o1)C(=O)NCCCN1CCN(C)CC1. The result is 0 (non-inhibitor).